This data is from Catalyst prediction with 721,799 reactions and 888 catalyst types from USPTO. The task is: Predict which catalyst facilitates the given reaction. (1) Reactant: [N:1]1([C:7]2[CH:14]=[CH:13][C:10]([CH2:11][NH2:12])=[CH:9][CH:8]=2)[CH2:6][CH2:5][O:4][CH2:3][CH2:2]1.[N:15]([C:18]1[CH:27]=[CH:26][CH:25]=[C:24]2[C:19]=1[CH:20]=[CH:21][N:22]=[CH:23]2)=[C:16]=[O:17]. Product: [CH:23]1[C:24]2[C:19](=[C:18]([NH:15][C:16]([NH:12][CH2:11][C:10]3[CH:9]=[CH:8][C:7]([N:1]4[CH2:6][CH2:5][O:4][CH2:3][CH2:2]4)=[CH:14][CH:13]=3)=[O:17])[CH:27]=[CH:26][CH:25]=2)[CH:20]=[CH:21][N:22]=1. The catalyst class is: 27. (2) Reactant: [CH3:1][N:2]([CH3:25])[CH2:3][CH2:4][O:5][C:6]1[CH:11]=[CH:10][C:9]([NH:12][C:13]2[O:14][CH2:15][C:16](=[O:23])[C:17]=2[C:18]([O:20][CH2:21][CH3:22])=[O:19])=[C:8]([CH3:24])[CH:7]=1.[NH:26]1[C:34]2[C:29](=[CH:30][CH:31]=[CH:32][N:33]=2)[C:28]([CH:35]=O)=[CH:27]1.N1CCCCC1. Product: [CH:18]([OH:20])=[O:19].[NH:26]1[C:34]2=[N:33][CH:32]=[CH:31][CH:30]=[C:29]2[C:28]([CH:35]=[C:15]2[O:14][C:13]([NH:12][C:9]3[CH:10]=[CH:11][C:6]([O:5][CH2:4][CH2:3][N:2]([CH3:1])[CH3:25])=[CH:7][C:8]=3[CH3:24])=[C:17]([C:18]([O:20][CH2:21][CH3:22])=[O:19])[C:16]2=[O:23])=[CH:27]1. The catalyst class is: 8.